The task is: Predict the reaction yield, written as a fraction of the theoretical maximum amount of product (1.0 means a 100% yield; for example, 0.34 means a 34% yield).. This data is from Reaction yield outcomes from USPTO patents with 853,638 reactions. (1) The reactants are [CH3:1][O:2][C:3](=[O:17])/[CH:4]=[C:5](\[NH:7][C:8]1[CH:13]=[CH:12][C:11]([N+:14]([O-:16])=[O:15])=[CH:10][CH:9]=1)/[CH3:6].[C:18](#[N:21])[CH2:19][CH3:20]. The catalyst is CC([O-])=O.CC([O-])=O.[Cu+2]. The product is [CH3:1][O:2][C:3]([C:4]1[C:18]([CH2:19][CH3:20])=[N:21][N:7]([C:8]2[CH:13]=[CH:12][C:11]([N+:14]([O-:16])=[O:15])=[CH:10][CH:9]=2)[C:5]=1[CH3:6])=[O:17]. The yield is 0.650. (2) The reactants are S(=O)(=O)(O)O.[CH3:6][C:7]1[C:12]([O:13][C:14]2[C:15]([C:27]#[N:28])=[N:16][CH:17]=[C:18]([S:20][C:21]3[CH:26]=[CH:25][CH:24]=[CH:23][N:22]=3)[CH:19]=2)=[C:11]([CH3:29])[CH:10]=[CH:9][N:8]=1.[OH-:30].[Na+]. No catalyst specified. The product is [CH3:6][C:7]1[C:12]([O:13][C:14]2[C:15]([C:27]([NH2:28])=[O:30])=[N:16][CH:17]=[C:18]([S:20][C:21]3[CH:26]=[CH:25][CH:24]=[CH:23][N:22]=3)[CH:19]=2)=[C:11]([CH3:29])[CH:10]=[CH:9][N:8]=1. The yield is 0.944.